The task is: Predict the reactants needed to synthesize the given product.. This data is from Full USPTO retrosynthesis dataset with 1.9M reactions from patents (1976-2016). (1) Given the product [Br:1][C:2]1[CH:16]=[CH:15][C:5]2[C:6]3[C:12](=[O:17])[NH:13][CH2:11][CH2:10][CH2:9][C:7]=3[O:8][C:4]=2[CH:3]=1, predict the reactants needed to synthesize it. The reactants are: [Br:1][C:2]1[CH:16]=[CH:15][C:5]2[C:6]3[C:12](=[N:13]O)[CH2:11][CH2:10][CH2:9][C:7]=3[O:8][C:4]=2[CH:3]=1.[OH-:17].[Na+]. (2) Given the product [OH:10][CH2:11][CH:12]1[CH2:17][CH2:16][CH2:15][N:14]([C:2]2[CH:9]=[CH:8][C:5]([C:6]#[N:7])=[CH:4][CH:3]=2)[CH2:13]1, predict the reactants needed to synthesize it. The reactants are: F[C:2]1[CH:9]=[CH:8][C:5]([C:6]#[N:7])=[CH:4][CH:3]=1.[OH:10][CH2:11][CH:12]1[CH2:17][CH2:16][CH2:15][NH:14][CH2:13]1. (3) Given the product [ClH:34].[CH2:1]([NH:5][C:6]1[CH:7]=[CH:8][C:9]2[N:10]([C:12]([C:15]3[CH:16]=[C:17]4[C:21](=[CH:22][CH:23]=3)[CH2:20][NH:19][CH2:18]4)=[CH:13][N:14]=2)[N:11]=1)[CH2:2][CH2:3][CH3:4], predict the reactants needed to synthesize it. The reactants are: [CH2:1]([NH:5][C:6]1[CH:7]=[CH:8][C:9]2[N:10]([C:12]([C:15]3[CH:16]=[C:17]4[C:21](=[CH:22][CH:23]=3)[CH2:20][N:19](C(OC(C)(C)C)=O)[CH2:18]4)=[CH:13][N:14]=2)[N:11]=1)[CH2:2][CH2:3][CH3:4].C([Cl:34])(=O)C. (4) Given the product [CH:1]([N:5]([CH3:28])[C:6]1[C:7]([C:20]2[CH:25]=[CH:24][CH:23]=[CH:22][CH:21]=2)=[N:8][C:9]2[C:14]([N:15]=1)=[CH:13][C:12]([C:16]([OH:18])=[O:17])=[CH:11][CH:10]=2)([CH2:3][CH3:4])[CH3:2], predict the reactants needed to synthesize it. The reactants are: [CH:1]([NH:5][C:6]1[C:7]([C:20]2[CH:25]=[CH:24][CH:23]=[CH:22][CH:21]=2)=[N:8][C:9]2[C:14]([N:15]=1)=[CH:13][C:12]([C:16]([O:18]C)=[O:17])=[CH:11][CH:10]=2)([CH2:3][CH3:4])[CH3:2].[H-].[Na+].[CH3:28]I.Cl. (5) Given the product [CH3:14][N:2]([CH3:1])[C:3]1[CH:8]=[CH:7][C:6]([C:9]2[CH:10]=[C:11]([NH2:12])[NH:15][N:16]=2)=[CH:5][CH:4]=1, predict the reactants needed to synthesize it. The reactants are: [CH3:1][N:2]([CH3:14])[C:3]1[CH:8]=[CH:7][C:6]([C:9](=O)[CH2:10][C:11]#[N:12])=[CH:5][CH:4]=1.[NH2:15][NH2:16].